This data is from Forward reaction prediction with 1.9M reactions from USPTO patents (1976-2016). The task is: Predict the product of the given reaction. (1) Given the reactants [CH3:1][C:2]1[CH:6]=[C:5]([NH2:7])[N:4]([C:8]2[CH:13]=[CH:12][CH:11]=[CH:10][C:9]=2[CH3:14])[N:3]=1.[Br:15]Br.O.[OH-].[K+], predict the reaction product. The product is: [Br:15][C:6]1[C:2]([CH3:1])=[N:3][N:4]([C:8]2[CH:13]=[CH:12][CH:11]=[CH:10][C:9]=2[CH3:14])[C:5]=1[NH2:7]. (2) Given the reactants C[O:2][C:3]([C:5]1([CH2:12][NH2:13])[C:7]2([CH2:11][CH2:10][CH2:9][CH2:8]2)[CH2:6]1)=[O:4].O[Li].O, predict the reaction product. The product is: [NH2:13][CH2:12][C:5]1([C:3]([OH:4])=[O:2])[C:7]2([CH2:11][CH2:10][CH2:9][CH2:8]2)[CH2:6]1.